Dataset: Forward reaction prediction with 1.9M reactions from USPTO patents (1976-2016). Task: Predict the product of the given reaction. The product is: [Cl:30][C:12]1[C:13]([C:15]2[CH:20]=[CH:19][CH:18]=[C:17]([NH:21][CH2:22][C:23]3[CH:28]=[CH:27][CH:26]=[C:25]([F:29])[CH:24]=3)[N:16]=2)=[CH:14][C:9]([NH:8][C@H:5]2[CH2:6][CH2:7][C@H:2]([NH:1][CH2:42][CH2:43][S:44]([CH3:47])(=[O:46])=[O:45])[CH2:3][CH2:4]2)=[N:10][CH:11]=1. Given the reactants [NH2:1][C@H:2]1[CH2:7][CH2:6][C@H:5]([NH:8][C:9]2[CH:14]=[C:13]([C:15]3[CH:20]=[CH:19][CH:18]=[C:17]([NH:21][CH2:22][C:23]4[CH:28]=[CH:27][CH:26]=[C:25]([F:29])[CH:24]=4)[N:16]=3)[C:12]([Cl:30])=[CH:11][N:10]=2)[CH2:4][CH2:3]1.C([O-])([O-])=O.[K+].[K+].CS(O[CH2:42][CH2:43][S:44]([CH3:47])(=[O:46])=[O:45])(=O)=O, predict the reaction product.